The task is: Regression. Given a peptide amino acid sequence and an MHC pseudo amino acid sequence, predict their binding affinity value. This is MHC class I binding data.. This data is from Peptide-MHC class I binding affinity with 185,985 pairs from IEDB/IMGT. (1) The peptide sequence is LRPVVVVNW. The MHC is Mamu-B17 with pseudo-sequence Mamu-B17. The binding affinity (normalized) is 0.426. (2) The peptide sequence is VGEKACLEK. The MHC is HLA-A11:01 with pseudo-sequence HLA-A11:01. The binding affinity (normalized) is 0. (3) The peptide sequence is THVKINDKC. The MHC is H-2-Dd with pseudo-sequence H-2-Dd. The binding affinity (normalized) is 0. (4) The peptide sequence is YTVKYKNL. The MHC is H-2-Kb with pseudo-sequence H-2-Kb. The binding affinity (normalized) is 0.667. (5) The binding affinity (normalized) is 0.0714. The peptide sequence is WRRRWQQLL. The MHC is Mamu-A07 with pseudo-sequence Mamu-A07.